The task is: Predict which catalyst facilitates the given reaction.. This data is from Catalyst prediction with 721,799 reactions and 888 catalyst types from USPTO. (1) Reactant: [C:1]1([C:7]2[N:8]=[C:9]([C:12](OCC)=[O:13])[S:10][CH:11]=2)[CH:6]=[CH:5][CH:4]=[CH:3][CH:2]=1.C(=O)=O.O.[Cl-].[Ca+2].[Cl-]. Product: [OH:13][CH2:12][C:9]1[S:10][CH:11]=[C:7]([C:1]2[CH:2]=[CH:3][CH:4]=[CH:5][CH:6]=2)[N:8]=1. The catalyst class is: 27. (2) Reactant: O=[C:2]1[CH2:7][CH2:6][N:5]([C:8]([O:10][C:11]([CH3:14])([CH3:13])[CH3:12])=[O:9])[C@@H:4]([C:15]([O:17][CH:18]2[CH2:22][CH2:21][CH2:20][CH2:19]2)=[O:16])[CH2:3]1.[CH2:23]([NH2:30])[C:24]1[CH:29]=[CH:28][CH:27]=[CH:26][CH:25]=1.C(O)(=O)C.C([O-])(O)=O.[Na+]. Product: [CH2:23]([NH:30][CH:2]1[CH2:7][CH2:6][N:5]([C:8]([O:10][C:11]([CH3:14])([CH3:13])[CH3:12])=[O:9])[C@@H:4]([C:15]([O:17][CH:18]2[CH2:22][CH2:21][CH2:20][CH2:19]2)=[O:16])[CH2:3]1)[C:24]1[CH:29]=[CH:28][CH:27]=[CH:26][CH:25]=1. The catalyst class is: 2. (3) Reactant: [I:1]NC(=O)CCC(N)=O.[CH3:10][O:11][C:12]([C:14]1[CH:15]=[CH:16][C:17]2[N:18]([CH:20]=[CH:21][N:22]=2)[CH:19]=1)=[O:13]. Product: [CH3:10][O:11][C:12]([C:14]1[CH:15]=[CH:16][C:17]2[N:18]([C:20]([I:1])=[CH:21][N:22]=2)[CH:19]=1)=[O:13]. The catalyst class is: 10. (4) Reactant: [C:1]([CH:3]1[CH2:6][C:5]2([CH2:11][CH2:10][N:9]([C:12]([O:14][C:15]([CH3:18])([CH3:17])[CH3:16])=[O:13])[CH2:8][CH2:7]2)[CH2:4]1)#[N:2].[OH-].[Na+]. Product: [NH2:2][CH2:1][CH:3]1[CH2:6][C:5]2([CH2:7][CH2:8][N:9]([C:12]([O:14][C:15]([CH3:18])([CH3:17])[CH3:16])=[O:13])[CH2:10][CH2:11]2)[CH2:4]1. The catalyst class is: 171.